This data is from Full USPTO retrosynthesis dataset with 1.9M reactions from patents (1976-2016). The task is: Predict the reactants needed to synthesize the given product. (1) The reactants are: [F:1][C:2]1[CH:3]=[C:4]2[C:10](N)=[N:9][NH:8][C:5]2=[N:6][CH:7]=1.N(OC(C)(C)C)=O.C(Br)(Br)[Br:20]. Given the product [Br:20][C:10]1[C:4]2[C:5](=[N:6][CH:7]=[C:2]([F:1])[CH:3]=2)[NH:8][N:9]=1, predict the reactants needed to synthesize it. (2) Given the product [C:1]([O:5][C:6](=[O:22])[NH:7][C:8]1[CH:13]=[C:12]([O:14][CH2:15][CH3:16])[C:11]([C:17]([F:20])([F:19])[F:18])=[CH:10][C:9]=1[NH:21][C:28](=[O:27])[CH2:29][C:30](=[O:43])[C:31]1[CH:36]=[CH:35][CH:34]=[C:33]([C:37]2[CH:38]=[CH:39][N:40]=[CH:41][CH:42]=2)[CH:32]=1)([CH3:2])([CH3:3])[CH3:4], predict the reactants needed to synthesize it. The reactants are: [C:1]([O:5][C:6](=[O:22])[NH:7][C:8]1[CH:13]=[C:12]([O:14][CH2:15][CH3:16])[C:11]([C:17]([F:20])([F:19])[F:18])=[CH:10][C:9]=1[NH2:21])([CH3:4])([CH3:3])[CH3:2].C([O:27][C:28](=O)[CH2:29][C:30](=[O:43])[C:31]1[CH:36]=[CH:35][CH:34]=[C:33]([C:37]2[CH:42]=[CH:41][N:40]=[CH:39][CH:38]=2)[CH:32]=1)(C)(C)C. (3) Given the product [CH3:1][C:2]1[C:7]([C:8]2[N:9]([C:17]3[CH:22]=[CH:21][C:20]([S:23]([NH:26][C:27](=[O:31])[CH2:28][CH2:29][CH3:30])(=[O:25])=[O:24])=[CH:19][CH:18]=3)[CH:10]=[C:11]([C:13]([F:14])([F:15])[F:16])[N:12]=2)=[CH:6][CH:5]=[CH:4][N:3]=1, predict the reactants needed to synthesize it. The reactants are: [CH3:1][C:2]1[C:7]([C:8]2[N:9]([C:17]3[CH:22]=[CH:21][C:20]([S:23]([NH2:26])(=[O:25])=[O:24])=[CH:19][CH:18]=3)[CH:10]=[C:11]([C:13]([F:16])([F:15])[F:14])[N:12]=2)=[CH:6][CH:5]=[CH:4][N:3]=1.[C:27](O[C:27](=[O:31])[CH2:28][CH2:29][CH3:30])(=[O:31])[CH2:28][CH2:29][CH3:30].C(N(CC)CC)C.